Dataset: Reaction yield outcomes from USPTO patents with 853,638 reactions. Task: Predict the reaction yield, written as a fraction of the theoretical maximum amount of product (1.0 means a 100% yield; for example, 0.34 means a 34% yield). (1) The reactants are Br[C:2]1[CH:11]=[CH:10][CH:9]=[CH:8][C:3]=1[C:4]([O:6][CH3:7])=[O:5].C(N(CC)CC)C.[C:19]1([C:25]#[CH:26])[CH:24]=[CH:23][CH:22]=[CH:21][CH:20]=1. The catalyst is C(#N)C.[Cu]I.Cl[Pd](Cl)([P](C1C=CC=CC=1)(C1C=CC=CC=1)C1C=CC=CC=1)[P](C1C=CC=CC=1)(C1C=CC=CC=1)C1C=CC=CC=1. The product is [C:19]1([C:25]#[C:26][C:2]2[CH:11]=[CH:10][CH:9]=[CH:8][C:3]=2[C:4]([O:6][CH3:7])=[O:5])[CH:24]=[CH:23][CH:22]=[CH:21][CH:20]=1. The yield is 0.570. (2) The reactants are [OH:1][C@H:2]1[CH2:7][CH2:6][C@H:5]([C:8]2[CH:13]=[CH:12][C:11]([OH:14])=[CH:10][CH:9]=2)[CH2:4][CH2:3]1.Br[CH2:16][C:17]1[CH:22]=[CH:21][C:20]([O:23][CH3:24])=[CH:19][CH:18]=1.C(=O)([O-])[O-].[K+].[K+]. The catalyst is CC(C)=O. The product is [CH3:24][O:23][C:20]1[CH:21]=[CH:22][C:17]([CH2:16][O:14][C:11]2[CH:10]=[CH:9][C:8]([C@H:5]3[CH2:4][CH2:3][C@H:2]([OH:1])[CH2:7][CH2:6]3)=[CH:13][CH:12]=2)=[CH:18][CH:19]=1. The yield is 0.710. (3) The reactants are Br[C:2]1[CH:23]=[C:22]2[C:5]([CH2:6][C:7]3([C:15]42[N:19]=[C:18]([NH2:20])[C:17]([CH3:21])=[N:16]4)[CH2:12][CH2:11][C:10]([F:14])([F:13])[CH2:9][CH2:8]3)=[CH:4][CH:3]=1.O[C@H]1C[NH:28][C@H](C(O)=O)C1.C([O-])([O-])=O.[K+].[K+].N. The catalyst is CS(C)=O.CCOC(C)=O.[Cu]I. The product is [F:14][C:10]1([F:13])[CH2:9][CH2:8][C:7]2([C:15]3([N:19]=[C:18]([NH2:20])[C:17]([CH3:21])=[N:16]3)[C:22]3[C:5](=[CH:4][CH:3]=[C:2]([NH2:28])[CH:23]=3)[CH2:6]2)[CH2:12][CH2:11]1. The yield is 0.480. (4) The reactants are [O:1]1[C:5]2[CH:6]=[CH:7][C:8]([C:10]3([C:13]([OH:15])=O)[CH2:12][CH2:11]3)=[CH:9][C:4]=2[O:3][CH2:2]1.CN(C)C=O.C(N(CC)CC)C.[NH2:28][C:29]1[CH:30]=[C:31]2[C:35](=[CH:36][CH:37]=1)[NH:34][C:33]([C:38]([O:40][CH2:41][CH3:42])=[O:39])=[CH:32]2. The catalyst is S(Cl)(Cl)=O.ClCCl. The product is [O:1]1[C:5]2[CH:6]=[CH:7][C:8]([C:10]3([C:13]([NH:28][C:29]4[CH:30]=[C:31]5[C:35](=[CH:36][CH:37]=4)[NH:34][C:33]([C:38]([O:40][CH2:41][CH3:42])=[O:39])=[CH:32]5)=[O:15])[CH2:11][CH2:12]3)=[CH:9][C:4]=2[O:3][CH2:2]1. The yield is 0.880.